Dataset: Forward reaction prediction with 1.9M reactions from USPTO patents (1976-2016). Task: Predict the product of the given reaction. (1) Given the reactants [C:1]1([CH:7]([O:35][CH2:36][CH:37]([CH3:39])[CH3:38])[C:8]2[C:9](=O)[NH:10][C:11](=[O:33])[N:12]([CH:32]=2)[C@:13]2([SiH:29]([CH3:31])[CH3:30])[O:24][C@H:17]([CH:18]([C:20]([CH3:23])([CH3:22])[CH3:21])[OH:19])[C@@:15]([C:25]([CH3:28])([CH3:27])[CH3:26])([OH:16])[CH2:14]2)[CH:6]=[CH:5][CH:4]=[CH:3][CH:2]=1.C([N:42](CC)CC)C.C(C1C=CC(S(Cl)(=O)=O)=C(C(C)C)C=1C(C)C)(C)C.N.O1CCOCC1, predict the reaction product. The product is: [C:1]1([CH:7]([O:35][CH2:36][CH:37]([CH3:38])[CH3:39])[C:8]2[C:9]([NH2:42])=[N:10][C:11](=[O:33])[N:12]([CH:32]=2)[C@:13]2([SiH:29]([CH3:31])[CH3:30])[O:24][C@H:17]([CH:18]([C:20]([CH3:23])([CH3:22])[CH3:21])[OH:19])[C@@:15]([C:25]([CH3:26])([CH3:28])[CH3:27])([OH:16])[CH2:14]2)[CH:2]=[CH:3][CH:4]=[CH:5][CH:6]=1. (2) Given the reactants [Cl:1][C:2]1[CH:7]=[CH:6][C:5]([C@@H:8]2[C@:10]3([C:18]4[C:13](=[CH:14][CH:15]=[CH:16][CH:17]=4)[N:12]([CH2:19][C:20]4[CH:21]=[C:22]([CH:26]=[CH:27][CH:28]=4)[C:23](O)=[O:24])[C:11]3=[O:29])[CH2:9]2)=[CH:4][CH:3]=1.ClC1C=CC([C@H]2[C@@]3(C4C(=CC=CC=4)N(CC4C=C(C=CC=4)C(O)=O)C3=O)C2)=CC=1.Cl.CN(C)CCCN=C=NCC.ON1C2C=CC=CC=2N=N1.[NH:81]1[CH2:86][CH2:85][CH2:84][CH2:83][CH2:82]1, predict the reaction product. The product is: [Cl:1][C:2]1[CH:7]=[CH:6][C:5]([C@H:8]2[C@@:10]3([C:18]4[C:13](=[CH:14][CH:15]=[CH:16][CH:17]=4)[N:12]([CH2:19][C:20]4[CH:28]=[CH:27][CH:26]=[C:22]([C:23]([N:81]5[CH2:86][CH2:85][CH2:84][CH2:83][CH2:82]5)=[O:24])[CH:21]=4)[C:11]3=[O:29])[CH2:9]2)=[CH:4][CH:3]=1.